This data is from Forward reaction prediction with 1.9M reactions from USPTO patents (1976-2016). The task is: Predict the product of the given reaction. (1) Given the reactants Cl[C:2]1[N:3]=[C:4]2[C:9](=[CH:10][CH:11]=1)[N:8]=[C:7]([C:12]1[CH:17]=[CH:16][C:15]([C:18]3([NH:22][C:23](=[O:29])[O:24][C:25]([CH3:28])([CH3:27])[CH3:26])[CH2:21][CH2:20][CH2:19]3)=[CH:14][CH:13]=1)[C:6]([C:30]1[CH:35]=[CH:34][CH:33]=[CH:32][CH:31]=1)=[CH:5]2.[NH2:36][NH2:37], predict the reaction product. The product is: [NH:36]([C:2]1[N:3]=[C:4]2[C:9](=[CH:10][CH:11]=1)[N:8]=[C:7]([C:12]1[CH:17]=[CH:16][C:15]([C:18]3([NH:22][C:23](=[O:29])[O:24][C:25]([CH3:28])([CH3:27])[CH3:26])[CH2:21][CH2:20][CH2:19]3)=[CH:14][CH:13]=1)[C:6]([C:30]1[CH:35]=[CH:34][CH:33]=[CH:32][CH:31]=1)=[CH:5]2)[NH2:37]. (2) Given the reactants [CH:1]([N:14]1[CH2:17][CH:16]([OH:18])[CH2:15]1)([C:8]1[CH:13]=[CH:12][CH:11]=[CH:10][CH:9]=1)[C:2]1[CH:7]=[CH:6][CH:5]=[CH:4][CH:3]=1.C(N(CC)CC)C.O.C(OCC)(=O)C, predict the reaction product. The product is: [CH:1]([N:14]1[CH2:17][C:16](=[O:18])[CH2:15]1)([C:8]1[CH:13]=[CH:12][CH:11]=[CH:10][CH:9]=1)[C:2]1[CH:3]=[CH:4][CH:5]=[CH:6][CH:7]=1. (3) The product is: [N:35]1[CH:34]=[CH:33][C:32]([C:23]2[CH:24]=[C:25]([C:28]([F:30])([F:29])[F:31])[CH:26]=[CH:27][C:22]=2[C:18]2[C:19]3[C:14](=[CH:13][C:12]([S:9]([NH:8][C:38]4[S:42][N:41]=[CH:40][N:39]=4)(=[O:11])=[O:10])=[CH:21][CH:20]=3)[CH:15]=[CH:16][N:17]=2)=[CH:37][CH:36]=1. Given the reactants COC1C=CC(C[N:8]([C:38]2[S:42][N:41]=[CH:40][N:39]=2)[S:9]([C:12]2[CH:13]=[C:14]3[C:19](=[CH:20][CH:21]=2)[C:18]([C:22]2[CH:27]=[CH:26][C:25]([C:28]([F:31])([F:30])[F:29])=[CH:24][C:23]=2[C:32]2[CH:37]=[CH:36][N:35]=[CH:34][CH:33]=2)=[N:17][CH:16]=[CH:15]3)(=[O:11])=[O:10])=CC=1.C(O)(C(F)(F)F)=O, predict the reaction product. (4) Given the reactants [CH2:1]([O:3][C:4](=[O:46])[CH2:5][N:6]([C:18]1[CH:23]=[CH:22][C:21]([CH2:24][CH:25]2[NH:31][C:30](=[O:32])[C:29]3[CH:33]=[CH:34][CH:35]=[CH:36][C:28]=3[NH:27][C:26]2=[O:37])=[CH:20][C:19]=1[O:38][CH2:39][C:40]1[CH:45]=[CH:44][CH:43]=[CH:42][CH:41]=1)[S:7]([NH:10]C(OC(C)(C)C)=O)(=[O:9])=[O:8])[CH3:2], predict the reaction product. The product is: [CH2:1]([O:3][C:4](=[O:46])[CH2:5][N:6]([C:18]1[CH:23]=[CH:22][C:21]([CH2:24][CH:25]2[NH:31][C:30](=[O:32])[C:29]3[CH:33]=[CH:34][CH:35]=[CH:36][C:28]=3[NH:27][C:26]2=[O:37])=[CH:20][C:19]=1[O:38][CH2:39][C:40]1[CH:41]=[CH:42][CH:43]=[CH:44][CH:45]=1)[S:7]([NH2:10])(=[O:8])=[O:9])[CH3:2]. (5) Given the reactants [Cl:1][C:2]1[N:3]=[C:4](Cl)[C:5]2[S:10][CH2:9][CH2:8][C:6]=2[N:7]=1.[NH2:12][C@H:13]([C:18]1[CH:23]=[CH:22][C:21]([F:24])=[CH:20][CH:19]=1)[C:14]([CH3:17])([OH:16])[CH3:15].C(N(C(C)C)CC)(C)C, predict the reaction product. The product is: [Cl:1][C:2]1[N:3]=[C:4]([NH:12][C@H:13]([C:18]2[CH:19]=[CH:20][C:21]([F:24])=[CH:22][CH:23]=2)[C:14]([CH3:17])([OH:16])[CH3:15])[C:5]2[S:10][CH2:9][CH2:8][C:6]=2[N:7]=1. (6) Given the reactants [Br:1][C:2]1[CH:3]=[CH:4][C:5]([OH:24])=[C:6]([C:8]2[CH2:12][CH2:11][CH2:10][C:9]=2[C:13]2[CH:14]=[C:15]([C:19]([O:21]CC)=[O:20])[N:16]=[N:17][CH:18]=2)[CH:7]=1.[F:25][C:26]1[CH:33]=[C:32]([F:34])[CH:31]=[CH:30][C:27]=1[CH2:28]Br.C(=O)([O-])[O-].[K+].[K+], predict the reaction product. The product is: [Br:1][C:2]1[CH:3]=[CH:4][C:5]([O:24][CH2:28][C:27]2[CH:30]=[CH:31][C:32]([F:34])=[CH:33][C:26]=2[F:25])=[C:6]([C:8]2[CH2:12][CH2:11][CH2:10][C:9]=2[C:13]2[CH:14]=[C:15]([C:19]([OH:21])=[O:20])[N:16]=[N:17][CH:18]=2)[CH:7]=1. (7) Given the reactants [CH:1]12[CH2:7][NH:6][CH:5]1[CH2:4][N:3]([C:8]1C=N[C:15]3[C:10](=[CH:11]C=[CH:13][CH:14]=3)[N:9]=1)[CH2:2]2.ClC1N=C(C)C=C(C)[N:20]=1, predict the reaction product. The product is: [CH3:13][C:14]1[CH:15]=[C:10]([CH3:11])[N:9]=[C:8]([N:3]2[CH2:4][CH:5]3[CH:1]([CH2:7][NH:6]3)[CH2:2]2)[N:20]=1. (8) Given the reactants [NH2:1][C:2]1[C:11]([F:12])=[C:10](F)[C:9]2[O:14][CH2:15][C:16]3([CH2:18][CH2:17]3)[N:7]3[C:8]=2[C:3]=1[C:4](=[O:21])[C:5]([C:19]#[N:20])=[CH:6]3.[N:22]1[CH:27]=[CH:26][CH:25]=[CH:24][C:23]=1[CH2:28][CH2:29][CH2:30][NH2:31].C(N(CC)CC)C.O, predict the reaction product. The product is: [NH2:1][C:2]1[C:11]([F:12])=[C:10]([NH:31][CH2:30][CH2:29][CH2:28][C:23]2[CH:24]=[CH:25][CH:26]=[CH:27][N:22]=2)[C:9]2[O:14][CH2:15][C:16]3([CH2:18][CH2:17]3)[N:7]3[C:8]=2[C:3]=1[C:4](=[O:21])[C:5]([C:19]#[N:20])=[CH:6]3. (9) Given the reactants [CH2:1]([O:8][C:9](=[O:28])[NH:10][CH2:11][C@H:12]1[CH2:17][CH2:16][C@H:15]([C:18]2[N:22]3[CH:23]=[CH:24][N:25]=[C:26](Cl)[C:21]3=[CH:20][N:19]=2)[CH2:14][CH2:13]1)[C:2]1[CH:7]=[CH:6][CH:5]=[CH:4][CH:3]=1.[C:29](=O)([O-])[O-].[K+].[K+].CB1OB(C)OB(C)O1, predict the reaction product. The product is: [CH2:1]([O:8][C:9](=[O:28])[NH:10][CH2:11][C@H:12]1[CH2:17][CH2:16][C@H:15]([C:18]2[N:22]3[CH:23]=[CH:24][N:25]=[C:26]([CH3:29])[C:21]3=[CH:20][N:19]=2)[CH2:14][CH2:13]1)[C:2]1[CH:7]=[CH:6][CH:5]=[CH:4][CH:3]=1. (10) The product is: [F:13][C:10]1[CH:11]=[CH:12][C:7]([C:4]2[S:5][CH:6]=[C:2]([C:20]3[CH:21]=[C:16]([O:15][CH3:14])[C:17]([NH2:31])=[N:18][CH:19]=3)[N:3]=2)=[CH:8][CH:9]=1. Given the reactants Br[C:2]1[N:3]=[C:4]([C:7]2[CH:12]=[CH:11][C:10]([F:13])=[CH:9][CH:8]=2)[S:5][CH:6]=1.[CH3:14][O:15][C:16]1[C:17]([NH2:31])=[N:18][CH:19]=[C:20](B2OC(C)(C)C(C)(C)O2)[CH:21]=1.C([O-])([O-])=O.[Na+].[Na+], predict the reaction product.